This data is from Full USPTO retrosynthesis dataset with 1.9M reactions from patents (1976-2016). The task is: Predict the reactants needed to synthesize the given product. (1) Given the product [CH3:1][O:2][C:3]1[CH:4]=[CH:5][C:6]2[O:11][CH2:10][CH2:9][N:8]([CH2:20][C:21]#[N:22])[C:7]=2[CH:12]=1, predict the reactants needed to synthesize it. The reactants are: [CH3:1][O:2][C:3]1[CH:4]=[CH:5][C:6]2[O:11][CH2:10][CH2:9][NH:8][C:7]=2[CH:12]=1.C(=O)([O-])[O-].[K+].[K+].Br[CH2:20][C:21]#[N:22]. (2) Given the product [OH:2][CH2:1][C:3]1[C:4]([C:24]([F:25])([F:27])[F:26])=[N:5][N:6]([C:14]2[CH:19]=[CH:18][C:17]([S:20]([NH2:23])(=[O:21])=[O:22])=[CH:16][CH:15]=2)[C:7]=1[C:8]1[CH:13]=[CH:12][CH:11]=[CH:10][CH:9]=1, predict the reactants needed to synthesize it. The reactants are: [CH:1]([C:3]1[C:4]([C:24]([F:27])([F:26])[F:25])=[N:5][N:6]([C:14]2[CH:19]=[CH:18][C:17]([S:20]([NH2:23])(=[O:22])=[O:21])=[CH:16][CH:15]=2)[C:7]=1[C:8]1[CH:13]=[CH:12][CH:11]=[CH:10][CH:9]=1)=[O:2].[BH4-].[Na+]. (3) Given the product [O:51]=[C:40]1[CH2:39][N:38]([C:36]([N:13]2[CH2:12][CH2:11][C:10]3([CH2:15][CH2:16][N:7]([C:4]4[CH:3]=[CH:2][N:1]=[CH:6][CH:5]=4)[CH2:8][CH2:9]3)[CH2:14]2)=[O:35])[CH2:43][CH2:42][N:41]1[CH2:44][CH2:45][C:46]([O:48][CH2:49][CH3:50])=[O:47], predict the reactants needed to synthesize it. The reactants are: [N:1]1[CH:6]=[CH:5][C:4]([N:7]2[CH2:16][CH2:15][C:10]3([CH2:14][NH:13][CH2:12][CH2:11]3)[CH2:9][CH2:8]2)=[CH:3][CH:2]=1.CCN(C(C)C)C(C)C.[N+](C1C=CC([O:35][C:36]([N:38]2[CH2:43][CH2:42][N:41]([CH2:44][CH2:45][C:46]([O:48][CH2:49][CH3:50])=[O:47])[C:40](=[O:51])[CH2:39]2)=O)=CC=1)([O-])=O. (4) Given the product [ClH:46].[ClH:46].[ClH:46].[S:1]1[C:5]2[CH:6]=[CH:7][CH:8]=[CH:9][C:4]=2[N:3]=[C:2]1[C:10]1[N:11]=[C:12]2[C:18]3[CH:19]=[CH:20][CH:21]=[CH:22][C:17]=3[NH:16][C:15]3[N:23]=[CH:24][CH:25]=[CH:26][C:14]=3[N:13]2[C:27]=1[C:28]1[CH:29]=[CH:30][C:31]([C:34]2([NH2:38])[CH2:37][CH2:36][CH2:35]2)=[CH:32][CH:33]=1, predict the reactants needed to synthesize it. The reactants are: [S:1]1[C:5]2[CH:6]=[CH:7][CH:8]=[CH:9][C:4]=2[N:3]=[C:2]1[C:10]1[N:11]=[C:12]2[C:18]3[CH:19]=[CH:20][CH:21]=[CH:22][C:17]=3[NH:16][C:15]3[N:23]=[CH:24][CH:25]=[CH:26][C:14]=3[N:13]2[C:27]=1[C:28]1[CH:33]=[CH:32][C:31]([C:34]2([NH:38]C(=O)OC(C)(C)C)[CH2:37][CH2:36][CH2:35]2)=[CH:30][CH:29]=1.[ClH:46].O1CCOCC1. (5) Given the product [CH3:1][C:2]1[C:6]([C:7]2[C:8]([O:26][CH3:27])=[CH:9][C:10]3[C:11]4[N:18]([CH2:19][C:20]5[CH:25]=[CH:24][CH:23]=[CH:22][N:21]=5)[C:35]([CH:32]5[CH2:33][CH2:34][O:29][CH2:30][CH2:31]5)=[N:17][C:12]=4[CH:13]=[N:14][C:15]=3[CH:16]=2)=[C:5]([CH3:28])[O:4][N:3]=1, predict the reactants needed to synthesize it. The reactants are: [CH3:1][C:2]1[C:6]([C:7]2[CH:16]=[C:15]3[C:10]([C:11]([NH:18][CH2:19][C:20]4[CH:25]=[CH:24][CH:23]=[CH:22][N:21]=4)=[C:12]([NH2:17])[CH:13]=[N:14]3)=[CH:9][C:8]=2[O:26][CH3:27])=[C:5]([CH3:28])[O:4][N:3]=1.[O:29]1[CH2:34][CH2:33][CH:32]([C:35](Cl)=O)[CH2:31][CH2:30]1.C(=O)([O-])O.[Na+].